This data is from Reaction yield outcomes from USPTO patents with 853,638 reactions. The task is: Predict the reaction yield, written as a fraction of the theoretical maximum amount of product (1.0 means a 100% yield; for example, 0.34 means a 34% yield). The reactants are Br[C:2]1[CH:7]=[CH:6][C:5]([N+:8]([O-:10])=[O:9])=[CH:4][CH:3]=1.CCN([CH2:16][CH3:17])CC. The catalyst is CC([O-])=O.CC([O-])=O.[Pd+2].C1(C)C=CC=CC=1P(C1C=CC=CC=1C)C1C=CC=CC=1C.O. The product is [N+:8]([C:5]1[CH:6]=[CH:7][C:2](/[CH:7]=[CH:2]/[CH2:3][CH2:4][CH2:5][CH2:6][CH2:16][CH3:17])=[CH:3][CH:4]=1)([O-:10])=[O:9]. The yield is 0.900.